This data is from Full USPTO retrosynthesis dataset with 1.9M reactions from patents (1976-2016). The task is: Predict the reactants needed to synthesize the given product. (1) Given the product [CH3:19][O:20][C:21]1[CH:26]=[CH:25][CH:24]=[CH:23][C:22]=1[C:27]1[CH2:31][CH:30]([C:32]2[CH:37]=[CH:36][CH:35]=[CH:34][CH:33]=2)[N:29]([C:38]2[CH:39]=[CH:40][C:41]([CH:42]=[CH:1][C:2]3[O:3][C:4]([C:13]4[CH:14]=[CH:15][CH:16]=[CH:17][CH:18]=4)=[CH:5][C:6](=[C:8]([C:11]#[N:12])[C:9]#[N:10])[CH:7]=3)=[CH:44][CH:45]=2)[N:28]=1, predict the reactants needed to synthesize it. The reactants are: [CH3:1][C:2]1[O:3][C:4]([C:13]2[CH:18]=[CH:17][CH:16]=[CH:15][CH:14]=2)=[CH:5][C:6](=[C:8]([C:11]#[N:12])[C:9]#[N:10])[CH:7]=1.[CH3:19][O:20][C:21]1[CH:26]=[CH:25][CH:24]=[CH:23][C:22]=1[C:27]1[CH2:31][CH:30]([C:32]2[CH:37]=[CH:36][CH:35]=[CH:34][CH:33]=2)[N:29]([C:38]2[CH:45]=[CH:44][C:41]([CH:42]=O)=[CH:40][CH:39]=2)[N:28]=1.N1CCCCC1. (2) Given the product [CH3:1][O:2][C:3](=[O:11])[C:4]1[CH:9]=[CH:8][CH:7]=[C:6]([O:10][C:13]2[CH:18]=[CH:17][C:16]([F:19])=[CH:15][C:14]=2[N+:20]([O-:22])=[O:21])[CH:5]=1.[CH3:42][O:43][C:44](=[O:60])[C:45]1[CH:50]=[CH:49][CH:48]=[C:47]([O:51][C:52]2[CH:57]=[CH:56][C:55]([F:58])=[CH:54][C:53]=2[NH:59][C:23]([NH:61][C:62]2[S:63][CH:64]=[CH:65][N:66]=2)=[O:24])[CH:46]=1, predict the reactants needed to synthesize it. The reactants are: [CH3:1][O:2][C:3](=[O:11])[C:4]1[CH:9]=[CH:8][CH:7]=[C:6]([OH:10])[CH:5]=1.F[C:13]1[CH:18]=[CH:17][C:16]([F:19])=[CH:15][C:14]=1[N+:20]([O-:22])=[O:21].[CH3:23][O:24]C(=O)C1C=CC=CC=1OC1C=CC(F)=CC=1N.[CH3:42][O:43][C:44](=[O:60])[C:45]1[CH:50]=[CH:49][CH:48]=[C:47]([O:51][C:52]2[CH:57]=[CH:56][C:55]([F:58])=[CH:54][C:53]=2[NH2:59])[CH:46]=1.[NH2:61][C:62]1[S:63][CH:64]=[CH:65][N:66]=1. (3) Given the product [CH2:14]([NH:21][C:5](=[O:7])[C:4]1[CH:8]=[CH:9][CH:10]=[C:11]([O:12][CH3:13])[C:3]=1[O:2][CH3:1])[CH2:15][CH2:16][CH2:17][CH2:18][CH2:19][CH3:20], predict the reactants needed to synthesize it. The reactants are: [CH3:1][O:2][C:3]1[C:11]([O:12][CH3:13])=[CH:10][CH:9]=[CH:8][C:4]=1[C:5]([OH:7])=O.[CH2:14]([NH2:21])[CH2:15][CH2:16][CH2:17][CH2:18][CH2:19][CH3:20].Cl.C(N=C=NCCCN(C)C)C. (4) Given the product [C:8]([C:5]1[CH:4]=[C:3]([CH2:1][CH3:2])[C:7](=[C:31]([C:39]2[CH:44]=[CH:43][CH:42]=[CH:41][CH:40]=2)[C:32]2[CH:37]=[CH:36][CH:35]=[CH:34][CH:33]=2)[CH:6]=1)([CH3:11])([CH3:10])[CH3:9], predict the reactants needed to synthesize it. The reactants are: [CH2:1]([C:3]1[CH2:7][CH:6]=[C:5]([C:8]([CH3:11])([CH3:10])[CH3:9])[CH:4]=1)[CH3:2].CCCCCC.C([Li])CCC.CN1CCN(C)C1=O.[C:31]([C:39]1[CH:44]=[CH:43][CH:42]=[CH:41][CH:40]=1)(=O)[C:32]1[CH:37]=[CH:36][CH:35]=[CH:34][CH:33]=1.Cl. (5) Given the product [OH:4][CH:3]([C:5]1[CH:10]=[CH:9][CH:8]=[CH:7][CH:6]=1)[CH2:2][NH:1][C:16](=[O:17])[O:15][C:12]([CH3:14])([CH3:13])[CH3:11], predict the reactants needed to synthesize it. The reactants are: [NH2:1][CH2:2][CH:3]([C:5]1[CH:10]=[CH:9][CH:8]=[CH:7][CH:6]=1)[OH:4].[CH3:11][C:12]([O:15][C:16](=O)[O:17]C(C)(C)C)([CH3:14])[CH3:13].C(=O)([O-])[O-].[Na+].[Na+].Cl. (6) Given the product [CH3:27][O:26][C:24]1[C:23]([C:28]([F:30])([F:31])[F:29])=[CH:22][C:17]2[NH:18][C:19](=[O:21])[CH2:20][C:14]([C:10]3[CH:11]=[CH:12][CH:13]=[C:8]([N:7]4[C:3]([CH2:2][N:38]5[CH2:42][CH2:41][CH2:40][CH2:39]5)=[CH:4][N:5]=[N:6]4)[CH:9]=3)=[N:15][C:16]=2[CH:25]=1, predict the reactants needed to synthesize it. The reactants are: O[CH2:2][C:3]1[N:7]([C:8]2[CH:9]=[C:10]([C:14]3[CH2:20][C:19](=[O:21])[NH:18][C:17]4[CH:22]=[C:23]([C:28]([F:31])([F:30])[F:29])[C:24]([O:26][CH3:27])=[CH:25][C:16]=4[N:15]=3)[CH:11]=[CH:12][CH:13]=2)[N:6]=[N:5][CH:4]=1.O=S(Cl)Cl.[Na+].[I-].[NH:38]1[CH2:42][CH2:41][CH2:40][CH2:39]1.[Cl-]. (7) Given the product [F:20][CH:2]([F:1])[O:3][C:4]1[CH:5]=[CH:6][CH:7]=[C:8]2[C:12]=1[N:11]([CH2:13][CH2:14][O:15][CH3:16])[CH:10]=[C:9]2[C:17]([N:38]1[CH2:39][CH2:40][CH:35]([C:30]2[CH:29]=[C:28]([CH:33]=[CH:32][C:31]=2[F:34])[CH2:27][NH:26][C:24](=[O:25])[C:23]([F:42])([F:41])[F:22])[CH2:36][CH2:37]1)=[O:19], predict the reactants needed to synthesize it. The reactants are: [F:1][CH:2]([F:20])[O:3][C:4]1[CH:5]=[CH:6][CH:7]=[C:8]2[C:12]=1[N:11]([CH2:13][CH2:14][O:15][CH3:16])[CH:10]=[C:9]2[C:17]([OH:19])=O.Cl.[F:22][C:23]([F:42])([F:41])[C:24]([NH:26][CH2:27][C:28]1[CH:33]=[CH:32][C:31]([F:34])=[C:30]([CH:35]2[CH2:40][CH2:39][NH:38][CH2:37][CH2:36]2)[CH:29]=1)=[O:25]. (8) Given the product [CH3:1][O:2][C:3]1[CH:4]=[C:5]([CH:21]=[CH:22][C:23]=1[O:24][CH3:25])[CH2:6][CH:7]1[C:16]2[C:11](=[CH:12][C:13]([O:19][CH3:20])=[CH:14][C:15]=2[O:17][CH3:18])[CH2:10][CH2:9][N:8]1[CH2:27][C:28]([NH:31][C@H:32]1[C:40]2[C:35](=[CH:36][CH:37]=[CH:38][CH:39]=2)[CH2:34][C@H:33]1[OH:41])=[O:29], predict the reactants needed to synthesize it. The reactants are: [CH3:1][O:2][C:3]1[CH:4]=[C:5]([CH:21]=[CH:22][C:23]=1[O:24][CH3:25])[CH2:6][CH:7]1[C:16]2[C:11](=[CH:12][C:13]([O:19][CH3:20])=[CH:14][C:15]=2[O:17][CH3:18])[CH2:10][CH2:9][NH:8]1.Br[CH2:27][C:28](Br)=[O:29].[NH2:31][C@H:32]1[C:40]2[C:35](=[CH:36][CH:37]=[CH:38][CH:39]=2)[CH2:34][C@H:33]1[OH:41].